Dataset: Full USPTO retrosynthesis dataset with 1.9M reactions from patents (1976-2016). Task: Predict the reactants needed to synthesize the given product. Given the product [O:47]1[CH2:48][CH2:49][CH2:50][CH2:51][CH:46]1[O:45][CH2:44][CH2:43][CH2:42][CH2:41][CH2:40][CH2:39][CH2:38][CH2:37]/[C:36](/[Sn:13]([CH2:18][CH2:19][CH2:20][CH3:21])([CH2:22][CH2:23][CH2:24][CH3:25])[CH2:14][CH2:15][CH2:16][CH3:17])=[CH:35]\[C:34]([O:33][CH3:32])=[O:52], predict the reactants needed to synthesize it. The reactants are: N(C(C)C)C(C)C.[Li]CCCC.[SnH:13]([CH2:22][CH2:23][CH2:24][CH3:25])([CH2:18][CH2:19][CH2:20][CH3:21])[CH2:14][CH2:15][CH2:16][CH3:17].C(=O)=O.C([Cu])#N.[CH3:32][O:33][C:34](=[O:52])[C:35]#[C:36][CH2:37][CH2:38][CH2:39][CH2:40][CH2:41][CH2:42][CH2:43][CH2:44][O:45][CH:46]1[CH2:51][CH2:50][CH2:49][CH2:48][O:47]1.